From a dataset of Catalyst prediction with 721,799 reactions and 888 catalyst types from USPTO. Predict which catalyst facilitates the given reaction. (1) Reactant: [Br:1][C:2]1[CH:3]=[CH:4][C:5]([CH2:8][NH2:9])=[N:6][CH:7]=1.[F:10][C:11]([F:22])([F:21])[C:12](O[C:12](=O)[C:11]([F:22])([F:21])[F:10])=O.O=P(Cl)(Cl)Cl.C([O-])(O)=O.[Na+]. Product: [Br:1][C:2]1[CH:3]=[CH:4][C:5]2[N:6]([C:12]([C:11]([F:22])([F:21])[F:10])=[N:9][CH:8]=2)[CH:7]=1. The catalyst class is: 347. (2) Reactant: [CH3:1][C:2]1([CH3:9])[CH:7]([OH:8])[C:5](=[O:6])[O:4][CH2:3]1.Cl.Cl.[O:12]([CH2:16][CH2:17][NH2:18])[CH2:13][CH2:14][NH2:15].[C:19](=[O:22])(O)[O-].[Na+]. Product: [OH:8][CH:7]([C:2]([CH3:3])([CH3:1])[CH2:19][OH:22])[C:5]([NH:15][CH2:14][CH2:13][O:12][CH2:16][CH2:17][NH:18][C:5](=[O:6])[CH:7]([OH:8])[C:2]([CH3:9])([CH3:1])[CH2:3][OH:4])=[O:4]. The catalyst class is: 8. (3) Reactant: [OH-].[Li+].C([O:5][C:6](=[O:31])[CH2:7][CH2:8][CH2:9][CH2:10][CH2:11][CH2:12][N:13]([CH2:18][CH:19]=[CH:20][CH2:21][CH:22]([OH:30])[C:23]1([CH2:27][CH2:28][CH3:29])[CH2:26][CH2:25][CH2:24]1)[S:14]([CH3:17])(=[O:16])=[O:15])C.Cl. Product: [OH:30][CH:22]([C:23]1([CH2:27][CH2:28][CH3:29])[CH2:26][CH2:25][CH2:24]1)[CH2:21][CH:20]=[CH:19][CH2:18][N:13]([S:14]([CH3:17])(=[O:16])=[O:15])[CH2:12][CH2:11][CH2:10][CH2:9][CH2:8][CH2:7][C:6]([OH:31])=[O:5]. The catalyst class is: 90. (4) Reactant: [CH2:1]([O:3][C:4](=[O:16])[CH2:5][N:6]1[C:14]2[C:9](=[CH:10][C:11]([OH:15])=[CH:12][CH:13]=2)[CH:8]=[CH:7]1)[CH3:2].C(=O)([O-])[O-].[Cs+].[Cs+].Cl[CH2:24][C:25]1[N:26]=[C:27]([C:31]2[CH:36]=[CH:35][C:34]([C:37]([F:40])([F:39])[F:38])=[CH:33][CH:32]=2)[O:28][C:29]=1[CH3:30]. Product: [CH2:1]([O:3][C:4](=[O:16])[CH2:5][N:6]1[C:14]2[C:9](=[CH:10][C:11]([O:15][CH2:24][C:25]3[N:26]=[C:27]([C:31]4[CH:32]=[CH:33][C:34]([C:37]([F:40])([F:39])[F:38])=[CH:35][CH:36]=4)[O:28][C:29]=3[CH3:30])=[CH:12][CH:13]=2)[CH:8]=[CH:7]1)[CH3:2]. The catalyst class is: 10. (5) Reactant: [N+:1]([C:4]1[CH:9]=[CH:8][C:7]2[C:10]3[C:11]([O:16][C:6]=2[CH:5]=1)=[N:12][CH:13]=[CH:14][CH:15]=3)([O-])=O.[H][H]. Product: [N:12]1[CH:13]=[CH:14][CH:15]=[C:10]2[C:7]3[CH:8]=[CH:9][C:4]([NH2:1])=[CH:5][C:6]=3[O:16][C:11]=12. The catalyst class is: 63. (6) Reactant: [CH3:1][N:2]([C:4]([C:6]([C:29]1[CH:30]=[CH:31][CH:32]=[CH:33][CH:34]=1)([C:23]1[CH:24]=[CH:25][CH:26]=[CH:27][CH:28]=1)[CH2:7][CH2:8][N:9]1[CH2:14][CH2:13][C:12]([OH:22])([C:15]2[CH:16]=[CH:17][C:18]([Cl:21])=[CH:19][CH:20]=2)[CH2:11][CH2:10]1)=[O:5])[CH3:3].Cl. Product: [CH3:1][N:2]([C:4]([C:6]([C:29]1[CH:34]=[CH:33][CH:32]=[CH:31][CH:30]=1)([C:23]1[CH:24]=[CH:25][CH:26]=[CH:27][CH:28]=1)[CH2:7][CH2:8][N:9]1[CH2:14][CH2:13][C:12]([OH:22])([C:15]2[CH:20]=[CH:19][C:18]([Cl:21])=[CH:17][CH:16]=2)[CH2:11][CH2:10]1)=[O:5])[CH3:3]. The catalyst class is: 16. (7) Reactant: [Li]CCCC.CCCCCC.Br[C:13]1[CH:18]=[CH:17][C:16]([O:19][CH2:20][C:21]2[CH:26]=[CH:25][CH:24]=[CH:23][CH:22]=2)=[CH:15][C:14]=1[CH2:27][CH3:28].CN(C)[CH:31]=[O:32].[NH4+].[Cl-]. Product: [CH2:20]([O:19][C:16]1[CH:17]=[CH:18][C:13]([CH:31]=[O:32])=[C:14]([CH2:27][CH3:28])[CH:15]=1)[C:21]1[CH:26]=[CH:25][CH:24]=[CH:23][CH:22]=1. The catalyst class is: 1. (8) Reactant: Cl[CH2:2][C:3]([C:5]1[C:13]2[C:8](=[N:9][CH:10]=[C:11]([C:14]3[CH:19]=[CH:18][CH:17]=[CH:16][CH:15]=3)[CH:12]=2)[NH:7][CH:6]=1)=O.[CH2:20]([N:22]([CH2:26][CH3:27])[C:23]([NH2:25])=[S:24])[CH3:21]. The catalyst class is: 8. Product: [CH2:20]([N:22]([CH2:26][CH3:27])[C:23]1[S:24][CH:2]=[C:3]([C:5]2[C:13]3[C:8](=[N:9][CH:10]=[C:11]([C:14]4[CH:19]=[CH:18][CH:17]=[CH:16][CH:15]=4)[CH:12]=3)[NH:7][CH:6]=2)[N:25]=1)[CH3:21]. (9) Reactant: [CH:1]1([N:4]2[CH2:9][CH2:8][N:7]3[N:10]=[C:11]([NH2:13])[CH:12]=[C:6]3[CH2:5]2)[CH2:3][CH2:2]1.CC1(C)C2C(=C(P(C3C=CC=CC=3)C3C=CC=CC=3)C=CC=2)OC2C(P(C3C=CC=CC=3)C3C=CC=CC=3)=CC=CC1=2.Br[C:57]1[C:58](=[O:65])[N:59]([CH3:64])[CH:60]=[C:61]([Br:63])[CH:62]=1.C([O-])([O-])=O.[Cs+].[Cs+]. Product: [Br:63][C:61]1[CH:62]=[C:57]([NH:13][C:11]2[CH:12]=[C:6]3[CH2:5][N:4]([CH:1]4[CH2:3][CH2:2]4)[CH2:9][CH2:8][N:7]3[N:10]=2)[C:58](=[O:65])[N:59]([CH3:64])[CH:60]=1. The catalyst class is: 62.